This data is from Peptide-MHC class II binding affinity with 134,281 pairs from IEDB. The task is: Regression. Given a peptide amino acid sequence and an MHC pseudo amino acid sequence, predict their binding affinity value. This is MHC class II binding data. (1) The MHC is DRB1_0301 with pseudo-sequence DRB1_0301. The binding affinity (normalized) is 0. The peptide sequence is RRTEPAAEGVGAASQDL. (2) The peptide sequence is AAATAGTTVYCAFAA. The MHC is HLA-DPA10103-DPB10601 with pseudo-sequence HLA-DPA10103-DPB10601. The binding affinity (normalized) is 0.101. (3) The peptide sequence is GELQIVGKIDAAFKI. The MHC is DRB1_0701 with pseudo-sequence DRB1_0701. The binding affinity (normalized) is 0.596.